Regression. Given two drug SMILES strings and cell line genomic features, predict the synergy score measuring deviation from expected non-interaction effect. From a dataset of NCI-60 drug combinations with 297,098 pairs across 59 cell lines. Drug 1: CC1C(C(CC(O1)OC2CC(CC3=C2C(=C4C(=C3O)C(=O)C5=C(C4=O)C(=CC=C5)OC)O)(C(=O)C)O)N)O.Cl. Drug 2: C1=CN(C(=O)N=C1N)C2C(C(C(O2)CO)O)O.Cl. Cell line: K-562. Synergy scores: CSS=53.0, Synergy_ZIP=0.225, Synergy_Bliss=-0.143, Synergy_Loewe=1.62, Synergy_HSA=4.03.